This data is from Full USPTO retrosynthesis dataset with 1.9M reactions from patents (1976-2016). The task is: Predict the reactants needed to synthesize the given product. Given the product [CH3:24][O:25][C:26]([C:28]1[C:37]2[C:32](=[CH:33][CH:34]=[CH:35][CH:36]=2)[N:31]=[C:30]([C:18]2[CH:19]=[CH:20][C:15]([N+:12]([O-:14])=[O:13])=[CH:16][CH:17]=2)[CH:29]=1)=[O:27], predict the reactants needed to synthesize it. The reactants are: C(Cl)Cl.P([O-])([O-])([O-])=O.[K+].[K+].[K+].[N+:12]([C:15]1[CH:20]=[CH:19][C:18](B(O)O)=[CH:17][CH:16]=1)([O-:14])=[O:13].[CH3:24][O:25][C:26]([C:28]1[C:37]2[C:32](=[CH:33][CH:34]=[CH:35][CH:36]=2)[N:31]=[C:30](Cl)[CH:29]=1)=[O:27].